This data is from Catalyst prediction with 721,799 reactions and 888 catalyst types from USPTO. The task is: Predict which catalyst facilitates the given reaction. (1) Reactant: [C:1]1([C:7]2[CH:8]=[C:9]3[C:13](=[CH:14][CH:15]=2)[NH:12][C:11](=[O:16])[CH2:10]3)[CH:6]=[CH:5][CH:4]=[CH:3][CH:2]=1.[CH3:17][S:18]([C:21]1[C:22]([C:29]2[CH:34]=[CH:33][CH:32]=[CH:31][CH:30]=2)=[C:23]([CH:27]=O)[NH:24][C:25]=1[CH3:26])(=[O:20])=[O:19].CC1(C)C(C)(C)OB(C2C=CC=C3C=2C=CN3)O1.N1CCCCC1. Product: [CH3:17][S:18]([C:21]1[C:22]([C:29]2[CH:34]=[CH:33][CH:32]=[CH:31][CH:30]=2)=[C:23](/[CH:27]=[C:10]2\[C:11](=[O:16])[NH:12][C:13]3[C:9]\2=[CH:8][C:7]([C:1]2[CH:2]=[CH:3][CH:4]=[CH:5][CH:6]=2)=[CH:15][CH:14]=3)[NH:24][C:25]=1[CH3:26])(=[O:20])=[O:19]. The catalyst class is: 8. (2) Reactant: [CH2:1]([N:6]1[C:11]2[CH:12]=[CH:13][CH:14]=[CH:15][C:10]=2[C:9](=O)[O:8]C1=O)[CH2:2][CH2:3][CH2:4][CH3:5].[CH3:18][N:19]([CH3:21])[NH2:20]. Product: [CH3:18][N:19]([CH3:21])[NH:20][C:9](=[O:8])[C:10]1[CH:15]=[CH:14][CH:13]=[CH:12][C:11]=1[NH:6][CH2:1][CH2:2][CH2:3][CH2:4][CH3:5]. The catalyst class is: 11. (3) The catalyst class is: 17. Product: [NH2:12][C:13]1[C:14]2[C:21]([C:22]([C:24]3[CH:29]=[C:28]([O:30][CH3:31])[N:27]=[CH:26][CH:25]=3)=[O:23])=[CH:20][N:19]([CH:33]([CH3:35])[CH3:34])[C:15]=2[N:16]=[CH:17][N:18]=1.[F:1][C:2]1[CH:7]=[CH:6][CH:5]=[CH:4][C:3]=1[S:8]([NH2:12])(=[O:10])=[O:9]. Reactant: [F:1][C:2]1[CH:7]=[CH:6][CH:5]=[CH:4][C:3]=1[S:8](Cl)(=[O:10])=[O:9].[NH2:12][C:13]1[C:14]2[C:21]([C:22]([C:24]3[CH:29]=[C:28]([O:30][CH3:31])[N:27]=[C:26](N)[CH:25]=3)=[O:23])=[CH:20][N:19]([CH:33]([CH3:35])[CH3:34])[C:15]=2[N:16]=[CH:17][N:18]=1.